The task is: Predict the reactants needed to synthesize the given product.. This data is from Full USPTO retrosynthesis dataset with 1.9M reactions from patents (1976-2016). Given the product [CH3:14][O:13][C:8]1[CH:9]=[CH:10][CH:11]=[CH:12][C:7]=1[C:4]1[CH:3]=[N:2][NH:17][CH:5]=1, predict the reactants needed to synthesize it. The reactants are: C[N:2](C)[CH:3]=[C:4]([C:7]1[CH:12]=[CH:11][CH:10]=[CH:9][C:8]=1[O:13][CH3:14])[CH:5]=O.O.[NH2:17]N.